Dataset: Reaction yield outcomes from USPTO patents with 853,638 reactions. Task: Predict the reaction yield, written as a fraction of the theoretical maximum amount of product (1.0 means a 100% yield; for example, 0.34 means a 34% yield). The reactants are N#N.[ClH:3].[F:4][C:5]([F:33])([F:32])[O:6][C:7]1[CH:31]=[CH:30][C:10]([O:11][CH:12]2[CH2:17][CH2:16][N:15]([S:18]([CH:21]3[CH2:26][CH2:25][N:24](C([O-])=O)[CH2:23][CH2:22]3)(=[O:20])=[O:19])[CH2:14][CH2:13]2)=[CH:9][CH:8]=1.CC(O)C. The catalyst is C1(C)C=CC=CC=1. The product is [ClH:3].[NH:24]1[CH2:23][CH2:22][CH:21]([S:18]([N:15]2[CH2:14][CH2:13][CH:12]([O:11][C:10]3[CH:30]=[CH:31][C:7]([O:6][C:5]([F:4])([F:33])[F:32])=[CH:8][CH:9]=3)[CH2:17][CH2:16]2)(=[O:19])=[O:20])[CH2:26][CH2:25]1. The yield is 0.950.